From a dataset of Reaction yield outcomes from USPTO patents with 853,638 reactions. Predict the reaction yield, written as a fraction of the theoretical maximum amount of product (1.0 means a 100% yield; for example, 0.34 means a 34% yield). (1) The product is [F:11][C:12]([F:25])([F:26])[C:13]1[CH:14]=[C:15]([CH:18]=[C:19]([C:21]([F:24])([F:22])[F:23])[CH:20]=1)[CH:16]=[N:9][NH:8][C:6]1[N:7]=[C:2]([Cl:1])[N:3]=[C:4]([OH:10])[N:5]=1. The catalyst is C(O)(=O)C.CCO. The reactants are [Cl:1][C:2]1[N:7]=[C:6]([NH:8][NH2:9])[N:5]=[C:4]([OH:10])[N:3]=1.[F:11][C:12]([F:26])([F:25])[C:13]1[CH:14]=[C:15]([CH:18]=[C:19]([C:21]([F:24])([F:23])[F:22])[CH:20]=1)[CH:16]=O. The yield is 0.720. (2) The reactants are [O:1]=[C:2]1[C:7]([CH2:8][C:9]2[CH:14]=[CH:13][C:12]([C:15]3[C:16]([C:21]#[N:22])=[CH:17][CH:18]=[CH:19][CH:20]=3)=[CH:11][CH:10]=2)=[C:6]([CH2:23][CH2:24][CH3:25])[N:5]2[N:26]=[CH:27][N:28]=[C:4]2[N:3]1[CH:29]1[CH2:34][CH2:33][C:32](=O)[CH2:31][CH2:30]1.[NH:36]1[CH2:41][CH2:40][O:39][CH2:38][CH2:37]1.C([BH3-])#N.[Na+].O. The catalyst is C(O)(=O)C. The product is [N:36]1([CH:32]2[CH2:31][CH2:30][CH:29]([N:3]3[C:2](=[O:1])[C:7]([CH2:8][C:9]4[CH:10]=[CH:11][C:12]([C:15]5[C:16]([C:21]#[N:22])=[CH:17][CH:18]=[CH:19][CH:20]=5)=[CH:13][CH:14]=4)=[C:6]([CH2:23][CH2:24][CH3:25])[N:5]4[N:26]=[CH:27][N:28]=[C:4]34)[CH2:34][CH2:33]2)[CH2:41][CH2:40][O:39][CH2:38][CH2:37]1. The yield is 0.350. (3) The reactants are [C:1]([NH:4][C:5]1[CH:13]=[CH:12][CH:11]=[C:10]2[C:6]=1[C:7](=[O:33])[N:8]([CH:15]([C:20]1[CH:25]=[CH:24][C:23]([O:26][CH:27]([F:29])[F:28])=[C:22]([O:30][CH2:31][CH3:32])[CH:21]=1)[CH2:16][C:17](O)=[O:18])[C:9]2=[O:14])(=[O:3])[CH3:2].C1N=[CH:37][N:36](C(N2C=NC=C2)=O)[CH:35]=1.CNC. The catalyst is C1COCC1. The product is [C:1]([NH:4][C:5]1[CH:13]=[CH:12][CH:11]=[C:10]2[C:6]=1[C:7](=[O:33])[N:8]([CH:15]([C:20]1[CH:25]=[CH:24][C:23]([O:26][CH:27]([F:28])[F:29])=[C:22]([O:30][CH2:31][CH3:32])[CH:21]=1)[CH2:16][C:17]([N:36]([CH3:37])[CH3:35])=[O:18])[C:9]2=[O:14])(=[O:3])[CH3:2]. The yield is 0.670. (4) The product is [CH2:1]([O:8][C:9]1[CH:10]=[C:11]([N:23]([CH2:24][CH:25]2[CH2:30][CH2:29][CH2:28][CH2:27][CH2:26]2)[CH3:32])[N:12]=[N:13][C:14]=1[O:15][CH2:16][C:17]1[CH:22]=[CH:21][CH:20]=[CH:19][CH:18]=1)[C:2]1[CH:7]=[CH:6][CH:5]=[CH:4][CH:3]=1. No catalyst specified. The reactants are [CH2:1]([O:8][C:9]1[CH:10]=[C:11]([NH:23][CH2:24][C:25]2[CH:30]=[CH:29][C:28](F)=[CH:27][CH:26]=2)[N:12]=[N:13][C:14]=1[O:15][CH2:16][C:17]1[CH:22]=[CH:21][CH:20]=[CH:19][CH:18]=1)[C:2]1[CH:7]=[CH:6][CH:5]=[CH:4][CH:3]=1.[CH2:32](OC1N=NC(Cl)=CC=1OCC1C=CC=CC=1)C1C=CC=CC=1.C1(CNC)CCCCC1. The yield is 0.260. (5) The reactants are [OH-].[NH4+:2].[CH3:3][O:4][C:5]1[CH:10]=[C:9]([N+:11]([O-:13])=[O:12])[CH:8]=[CH:7][C:6]=1[S:14](Cl)(=[O:16])=[O:15]. The catalyst is [NH4+].[Cl-]. The product is [CH3:3][O:4][C:5]1[CH:10]=[C:9]([N+:11]([O-:13])=[O:12])[CH:8]=[CH:7][C:6]=1[S:14]([NH2:2])(=[O:16])=[O:15]. The yield is 0.680. (6) The product is [CH2:1]([O:3][C:4](=[O:23])[CH2:5][N:6]1[C:14]2[C:9](=[CH:10][C:11]([OH:15])=[CH:12][CH:13]=2)[CH:8]=[CH:7]1)[CH3:2]. The catalyst is CCO.[Pd]. The reactants are [CH2:1]([O:3][C:4](=[O:23])[CH2:5][N:6]1[C:14]2[C:9](=[CH:10][C:11]([O:15]CC3C=CC=CC=3)=[CH:12][CH:13]=2)[CH:8]=[CH:7]1)[CH3:2].C(O)(=O)C.[H][H]. The yield is 0.980.